From a dataset of Peptide-MHC class I binding affinity with 185,985 pairs from IEDB/IMGT. Regression. Given a peptide amino acid sequence and an MHC pseudo amino acid sequence, predict their binding affinity value. This is MHC class I binding data. (1) The peptide sequence is RLEDVFAGK. The MHC is HLA-A24:02 with pseudo-sequence HLA-A24:02. The binding affinity (normalized) is 0. (2) The peptide sequence is RSNDTELNY. The MHC is HLA-B08:02 with pseudo-sequence HLA-B08:02. The binding affinity (normalized) is 0.0847. (3) The peptide sequence is TPPAYRPPNA. The MHC is Patr-A0401 with pseudo-sequence Patr-A0401. The binding affinity (normalized) is 0. (4) The MHC is Patr-A0701 with pseudo-sequence Patr-A0701. The binding affinity (normalized) is 0. The peptide sequence is YVADALAAF. (5) The peptide sequence is FTWQHNYYL. The MHC is HLA-A24:03 with pseudo-sequence HLA-A24:03. The binding affinity (normalized) is 0.657.